Dataset: Peptide-MHC class I binding affinity with 185,985 pairs from IEDB/IMGT. Task: Regression. Given a peptide amino acid sequence and an MHC pseudo amino acid sequence, predict their binding affinity value. This is MHC class I binding data. (1) The peptide sequence is NVYADSFVVK. The MHC is HLA-A31:01 with pseudo-sequence HLA-A31:01. The binding affinity (normalized) is 0.449. (2) The peptide sequence is VAIEPPEL. The MHC is H-2-Kb with pseudo-sequence H-2-Kb. The binding affinity (normalized) is 0.211. (3) The peptide sequence is KYKLKHIVW. The MHC is HLA-A30:01 with pseudo-sequence HLA-A30:01. The binding affinity (normalized) is 0.254. (4) The binding affinity (normalized) is 0. The MHC is Mamu-A01 with pseudo-sequence Mamu-A01. The peptide sequence is RAPRRQGCW. (5) The peptide sequence is HPALVFDITK. The MHC is HLA-B53:01 with pseudo-sequence HLA-B53:01. The binding affinity (normalized) is 0.430.